This data is from Catalyst prediction with 721,799 reactions and 888 catalyst types from USPTO. The task is: Predict which catalyst facilitates the given reaction. (1) Reactant: [CH3:1][NH:2][C:3](=[O:25])[C:4]1[CH:9]=[C:8]([O:10][C:11]2[CH:12]=[C:13]3[C:18](=[CH:19][CH:20]=2)[N:17]=[C:16](S(C)(=O)=O)[N:15]=[CH:14]3)[CH:7]=[CH:6][N:5]=1.Cl.[O:27]1[CH2:32][CH2:31][O:30][C:29]2[C:33]([CH2:37][NH2:38])=[CH:34][CH:35]=[CH:36][C:28]1=2. Product: [O:27]1[CH2:32][CH2:31][O:30][C:29]2[C:33]([CH2:37][NH:38][C:16]3[N:15]=[CH:14][C:13]4[C:18](=[CH:19][CH:20]=[C:11]([O:10][C:8]5[CH:7]=[CH:6][N:5]=[C:4]([C:3]([NH:2][CH3:1])=[O:25])[CH:9]=5)[CH:12]=4)[N:17]=3)=[CH:34][CH:35]=[CH:36][C:28]1=2. The catalyst class is: 3. (2) Reactant: [Br:1][C:2]1[CH:3]=[C:4]([CH2:11][C:12]([O:14][CH3:15])=[O:13])[CH:5]=[CH:6][C:7]=1[N+:8]([O-])=O.C(O[Na])(C)=O.O.O.O.CC(O)=O. Product: [NH2:8][C:7]1[CH:6]=[CH:5][C:4]([CH2:11][C:12]([O:14][CH3:15])=[O:13])=[CH:3][C:2]=1[Br:1]. The catalyst class is: 24.